This data is from Forward reaction prediction with 1.9M reactions from USPTO patents (1976-2016). The task is: Predict the product of the given reaction. (1) Given the reactants [NH2:1][CH:2]1[N:8]=[C:7]([C:9]2[CH:14]=[CH:13][CH:12]=[CH:11][CH:10]=2)[C:6]2[CH:15]=[CH:16][CH:17]=[CH:18][C:5]=2[N:4]([CH3:19])[C:3]1=[O:20].[CH3:21][CH:22]([C:26]([NH:28][CH2:29][C:30]1[CH:35]=[C:34]([Cl:36])[CH:33]=[C:32]([Cl:37])[CH:31]=1)=[O:27])[C:23](O)=[O:24], predict the reaction product. The product is: [Cl:36][C:34]1[CH:35]=[C:30]([CH:31]=[C:32]([Cl:37])[CH:33]=1)[CH2:29][NH:28][C:26](=[O:27])[CH:22]([CH3:21])[C:23]([NH:1][CH:2]1[C:3](=[O:20])[N:4]([CH3:19])[C:5]2[CH:18]=[CH:17][CH:16]=[CH:15][C:6]=2[C:7]([C:9]2[CH:14]=[CH:13][CH:12]=[CH:11][CH:10]=2)=[N:8]1)=[O:24]. (2) Given the reactants [CH3:1][CH:2]1[CH2:7][CH2:6][CH2:5][CH2:4][CH:3]1[C:8]([OH:10])=O.C(Cl)(=O)C([Cl:14])=O, predict the reaction product. The product is: [CH3:1][CH:2]1[CH2:7][CH2:6][CH2:5][CH2:4][CH:3]1[C:8]([Cl:14])=[O:10]. (3) Given the reactants [CH2:1]([O:3][C@H:4]1[CH2:9][CH2:8][C@H:7]([N:10]2[CH2:15][CH2:14][CH:13]([NH:16][C:17]3[C:18]([NH2:24])=[CH:19][CH:20]=[C:21]([F:23])[CH:22]=3)[CH2:12][CH2:11]2)[CH2:6][CH2:5]1)[CH3:2].C(N(C(C)C)CC)(C)C.[Cl:34][C:35](Cl)([O:37]C(=O)OC(Cl)(Cl)Cl)Cl, predict the reaction product. The product is: [ClH:34].[CH2:1]([O:3][C@H:4]1[CH2:9][CH2:8][C@H:7]([N:10]2[CH2:15][CH2:14][CH:13]([N:16]3[C:17]4[CH:22]=[C:21]([F:23])[CH:20]=[CH:19][C:18]=4[NH:24][C:35]3=[O:37])[CH2:12][CH2:11]2)[CH2:6][CH2:5]1)[CH3:2]. (4) Given the reactants [CH3:1][N:2]([CH3:18])[S:3]([C:6]1[CH:7]=[CH:8][C:9]2[N:10]([N:12]=[CH:13][C:14]=2[C:15](O)=[O:16])[CH:11]=1)(=[O:5])=[O:4].C(Cl)(=O)C([Cl:22])=O, predict the reaction product. The product is: [CH3:1][N:2]([CH3:18])[S:3]([C:6]1[CH:7]=[CH:8][C:9]2[N:10]([N:12]=[CH:13][C:14]=2[C:15]([Cl:22])=[O:16])[CH:11]=1)(=[O:5])=[O:4]. (5) Given the reactants [Br:1][C:2]1[CH:28]=[C:27]([CH:29]([CH3:31])[CH3:30])[CH:26]=[CH:25][C:3]=1[O:4][CH:5]([CH3:24])[C:6]([NH:8][C:9]1[CH:14]=[CH:13][C:12]([CH:15]([O:22][CH3:23])[CH2:16][C:17]([O:19]CC)=[O:18])=[CH:11][CH:10]=1)=[O:7].O.Cl, predict the reaction product. The product is: [Br:1][C:2]1[CH:28]=[C:27]([CH:29]([CH3:31])[CH3:30])[CH:26]=[CH:25][C:3]=1[O:4][CH:5]([CH3:24])[C:6]([NH:8][C:9]1[CH:10]=[CH:11][C:12]([CH:15]([O:22][CH3:23])[CH2:16][C:17]([OH:19])=[O:18])=[CH:13][CH:14]=1)=[O:7]. (6) Given the reactants [Br:1][C:2]1[CH:3]=[CH:4][CH:5]=[C:6]2[C:10]=1[NH:9][CH:8]=[C:7]2[CH2:11][CH2:12][CH2:13][O:14][C:15]1[CH:20]=[C:19]([CH3:21])[C:18]([Cl:22])=[C:17]([CH3:23])[CH:16]=1.Br[CH2:25][CH2:26][C:27]([O:29][CH2:30][CH3:31])=[O:28].C(=O)([O-])[O-].[Cs+].[Cs+], predict the reaction product. The product is: [Br:1][C:2]1[CH:3]=[CH:4][CH:5]=[C:6]2[C:10]=1[N:9]([CH2:25][CH2:26][C:27]([O:29][CH2:30][CH3:31])=[O:28])[CH:8]=[C:7]2[CH2:11][CH2:12][CH2:13][O:14][C:15]1[CH:16]=[C:17]([CH3:23])[C:18]([Cl:22])=[C:19]([CH3:21])[CH:20]=1.